From a dataset of Full USPTO retrosynthesis dataset with 1.9M reactions from patents (1976-2016). Predict the reactants needed to synthesize the given product. Given the product [NH2:22][C:19]1[CH:20]=[CH:21][C:10]([O:9][CH:8]([C:5]2[CH:6]=[CH:7][C:2]([F:1])=[CH:3][CH:4]=2)[C:25]2[CH:30]=[CH:29][C:28]([F:31])=[CH:27][CH:26]=2)=[C:11]([CH:18]=1)[C:12]([O:14][CH:15]([CH3:17])[CH3:16])=[O:13], predict the reactants needed to synthesize it. The reactants are: [F:1][C:2]1[CH:7]=[CH:6][C:5]([CH:8]([C:25]2[CH:30]=[CH:29][C:28]([F:31])=[CH:27][CH:26]=2)[O:9][C:10]2[CH:21]=[CH:20][C:19]([N+:22]([O-])=O)=[CH:18][C:11]=2[C:12]([O:14][CH:15]([CH3:17])[CH3:16])=[O:13])=[CH:4][CH:3]=1.[Cl-].[Ca+2].[Cl-].